This data is from Experimentally validated miRNA-target interactions with 360,000+ pairs, plus equal number of negative samples. The task is: Binary Classification. Given a miRNA mature sequence and a target amino acid sequence, predict their likelihood of interaction. (1) The miRNA is hsa-miR-5583-5p with sequence AAACUAAUAUACCCAUAUUCUG. The protein sequence of the target gene is MATGDLKRSLRNLEQVLRLLNYPEEVDCVGLIKGDPAASLPIISYSFTSYSPYVTELIMESNVELIAKNDLRFIDAVYKLLRDQFNYKPILTKKQFIQCGFAEWKIQIVCDILNCVMKKHKELSSLQKIPSQQRKKISSGKSEPPLGNEKISAEAVGVDISGRFMTSGKKKAVVIRHLYNEDNVDISEDTLSPITDVNEAVDVSDLNATEIKMPEVKVPEIKAEQQDVNVNPEITALQTMLAECQENLKKLTSIEKRLDCLEQKMKGKVMVDENTWTNLLSRVTLLETEMLLSKKNDEFI.... Result: 0 (no interaction). (2) The miRNA is hsa-miR-324-5p with sequence CGCAUCCCCUAGGGCAUUGGUG. The protein sequence of the target gene is MQRTQPRPCYLNAPQQCPGAERPGRPTAGSHSFLLRPGPLAGSSPFALLDPLQAFEQFVWVRSQARAGLLRLRQGSHAVTRCRPLPVRREGRRDGSPWRSVVCRYCRCSRQTGASVTTVSLPSSSSSPGLDPRGPRQASVRSLRSEPVLLFLPFRTPYRDSEEGKREGLSRLRAVCRRAGPRGRGSFSPRDARASPRLHFLVAAVTTGAASRRQRGARVRQPSPSSSRRAKRLRECERRSLHAPPAMDASYDGTEVTVVMEEIEEAYCYTSPGPPKKKKKYKIHGEKTKKPRSAYLLYYY.... Result: 1 (interaction). (3) The miRNA is hsa-miR-5683 with sequence UACAGAUGCAGAUUCUCUGACUUC. The protein sequence of the target gene is MSWFVDLAGKAEDLLNRVDQGAATALSRKDNASNIYSKNTDYTELHQQNTDLIYQTGPKSTYISSAADNIRNQKATILAGTANVKVGSRTPVEASHPVENASVPRPSSHFVRRKKSEPDDELLFDFLNSSQKEPTGRVEIRKEKGKTPVFQSSQTSSVSSVNPSVTTIKTIEENSFGSQTHEAASNSDSSHEGQEESSKENVSSNAACPDHTPTPNDDGKSHELSNLRLENQLLRNEVQSLNQEMASLLQRSKETQEELNKARARVEKWNADHSKSDRMTRGLRAQVDDLTEAVAAKDSQ.... Result: 1 (interaction). (4) The miRNA is mmu-miR-301a-3p with sequence CAGUGCAAUAGUAUUGUCAAAGC. The protein sequence of the target gene is MSCTIEKALADAKALVERLRDHDDAAESLIEQTTALSKRVEAMKQYQEEIQELNEVARHRPRSTLVMGIQQENRQIRELQQENKELRTSLEEHQSALELIMSKYREQMFRLLMASKKDDPGIIMKLKEQHSKIDMVHRNSCEGFFLDASRHILEAPQHGLERRHLEANQNELQAHVDQITEMAAVMRKAIEIDEQQGCKEQERIFQLEQENKGLREILQITRESFLNLRKDDASESTSLSALVTNSDLSLRKS. Result: 1 (interaction). (5) The miRNA is hsa-miR-502-5p with sequence AUCCUUGCUAUCUGGGUGCUA. The protein sequence of the target gene is MIEVVAELSRGPVFLAGEALECVVTVTNPLPPTATSASSEALAWASAQIHCQFHASESRVALPPPDSSQPDVQPDSQTVFLPHRGERGQCILSTPPKILFCDLRLDPGESKSYSYSEVLPIEGPPSFRGQSVKYVYKLTIGCQRVNSPITLLRVPLRVLVLTGLQDVRFPQDEAVAPSSPFLEEDEGGKKDSWLAELAGERLMAATSCRSLHLYNISDGRGKVGTFGIFKSVYRLGEDVVGTLNLGEGTVACLQFSVSLQTEERVQPEYQRRRGAGGVPSVSHVTHARHQESCLHTTRTS.... Result: 1 (interaction). (6) The miRNA is hsa-miR-597-5p with sequence UGUGUCACUCGAUGACCACUGU. The protein sequence of the target gene is MPAARPPAAGLRGISLFLALLLGSPAAALERDALPEGDASPLGPYLLPSGAPERGSPGKEHPEERVVTAPPSSSQSAEVLGELVLDGTAPSAHHDIPALSPLLPEEARPKHALPPKKKLPSLKQVNSARKQLRPKATSAATVQRAGSQPASQGLDLLSSSTEKPGPPGDPDPIVASEEASEVPLWLDRKESAVPTTPAPLQISPFTSQPYVAHTLPQRPEPGEPGPDMAQEAPQEDTSPMALMDKGENELTGSASEESQETTTSTIITTTVITTEQAPALCSVSFSNPEGYIDSSDYPLL.... Result: 0 (no interaction). (7) The miRNA is hsa-miR-30a-5p with sequence UGUAAACAUCCUCGACUGGAAG. The protein sequence of the target gene is MGKVLSKIFGNKEMRILMLGLDAAGKTTILYKLKLGQSVTTIPTVGFNVETVTYKNVKFNVWDVGGQDKIRPLWRHYYTGTQGLIFVVDCADRDRIDEARQELHRIINDREMRDAIILIFANKQDLPDAMKPHEIQEKLGLTRIRDRNWYVQPSCATSGDGLYEGLTWLTSNYKS. Result: 1 (interaction). (8) The miRNA is hsa-miR-4450 with sequence UGGGGAUUUGGAGAAGUGGUGA. Result: 1 (interaction). The protein sequence of the target gene is MDVRRLKVNELREELQRRGLDTRGLKAELAERLQAALEAEEPDDERELDADDEPGRPGHINEEVETEGGSELEGTAQPPPPGLQPHAEPGGYSGPDGHYAMDNITRQNQFYDTQVIKQENESGYERRPLEMEQQQAYRPEMKTEMKQGAPTSFLPPEASQLKPDRQQFQSRKRPYEENRGRGYFEHREDRRGRSPQPPAEEDEDDFDDTLVAIDTYNCDLHFKVARDRSSGYPLTIEGFAYLWSGARASYGVRRGRVCFEMKINEEISVKHLPSTEPDPHVVRIGWSLDSCSTQLGEEPF.... (9) The miRNA is mmu-miR-380-3p with sequence UAUGUAGUAUGGUCCACAUCUU. The protein sequence of the target gene is MGTGGRRGTRSGKGTEGAAATSSSCLYRCIECNREAQELYRDYSHGVLKITICKSCQKPVDKYIEYDPVIILINAILCKTQAYRHILFNTKINIHGKLCMFCLLCEAYLRWWQLQDSSQSPAPDDVIRYAKEWDFYRMFVIASFEQAAFLTGIFAFLWVQQPMTAKRAPDFVLLLKALLLSSYGKLLLIPAVIWEHDYTPLCLRLIKVFVLTSNFQAVRVTLNTNRRLSLLVVLSGLLLESIVVFFFQRMEWDVSSDCALYKSQDF. Result: 0 (no interaction).